From a dataset of Reaction yield outcomes from USPTO patents with 853,638 reactions. Predict the reaction yield, written as a fraction of the theoretical maximum amount of product (1.0 means a 100% yield; for example, 0.34 means a 34% yield). (1) The reactants are [CH3:1][C:2]1[CH:3]=[C:4]2[C:8](=[CH:9][CH:10]=1)[NH:7][C:6]([C:11]([OH:13])=O)=[CH:5]2.[CH3:14][O:15][C:16](=[O:23])[C@@H:17]([CH2:19][CH:20]([CH3:22])[CH3:21])[NH2:18]. No catalyst specified. The product is [CH3:21][CH:20]([CH3:22])[CH2:19][C@@H:17]([NH:18][C:11]([C:6]1[NH:7][C:8]2[C:4]([CH:5]=1)=[CH:3][C:2]([CH3:1])=[CH:10][CH:9]=2)=[O:13])[C:16]([O:15][CH3:14])=[O:23]. The yield is 0.500. (2) The reactants are C([O:5][C:6]([C:8]1([CH2:11][CH2:12][CH2:13][CH2:14][C:15](=[O:30])[CH2:16][CH2:17][CH2:18][CH2:19][C:20]2([C:23]([O:25]C(C)(C)C)=[O:24])[CH2:22][CH2:21]2)[CH2:10][CH2:9]1)=[O:7])(C)(C)C. The catalyst is C(O)=O. The product is [C:23]([C:20]1([CH2:19][CH2:18][CH2:17][CH2:16][C:15](=[O:30])[CH2:14][CH2:13][CH2:12][CH2:11][C:8]2([C:6]([OH:7])=[O:5])[CH2:9][CH2:10]2)[CH2:22][CH2:21]1)([OH:25])=[O:24]. The yield is 0.990. (3) The catalyst is O. The yield is 0.910. The reactants are [S:1]1[C:5]([C:6]([O:8]C)=[O:7])=[CH:4][C:3]2[CH2:10][CH2:11][CH2:12][C:2]1=2.C1COCC1.CCO.O.[Li+].[OH-].Cl. The product is [S:1]1[C:5]([C:6]([OH:8])=[O:7])=[CH:4][C:3]2[CH2:10][CH2:11][CH2:12][C:2]1=2. (4) The reactants are C[O:2][C:3](=[O:31])/[CH:4]=[CH:5]/[C:6]1[CH:7]=[C:8]2[C:27](=[CH:28][CH:29]=1)[O:26][C:11]1([CH2:17][CH2:16][CH2:15][N:14]([CH2:18][CH2:19][C:20]3[CH:25]=[CH:24][CH:23]=[CH:22][CH:21]=3)[CH2:13][CH2:12]1)[CH2:10][C:9]2=[O:30].Cl. The catalyst is CC(O)=O. The product is [C:20]1([CH2:19][CH2:18][N:14]2[CH2:15][CH2:16][CH2:17][C:11]3([CH2:10][C:9](=[O:30])[C:8]4[C:27](=[CH:28][CH:29]=[C:6](/[CH:5]=[CH:4]/[C:3]([OH:31])=[O:2])[CH:7]=4)[O:26]3)[CH2:12][CH2:13]2)[CH:25]=[CH:24][CH:23]=[CH:22][CH:21]=1. The yield is 0.930. (5) The reactants are [I-].[Cl:2][C:3]1[CH:8]=[CH:7][C:6]([CH:9]([OH:32])[CH2:10][CH2:11]C[P+](C2C=CC=CC=2)(C2C=CC=CC=2)C2C=CC=CC=2)=[CH:5][CH:4]=1.[CH2:33]=O.O.[CH3:36][C:37]#N. No catalyst specified. The product is [Cl:2][C:3]1[CH:8]=[CH:7][C:6]([CH:9]2[CH2:10][CH2:11][C:37](=[CH2:36])[CH2:33][O:32]2)=[CH:5][CH:4]=1. The yield is 0.380. (6) The reactants are Br[C:2]1[CH:7]=[CH:6][C:5]([F:8])=[CH:4][N:3]=1.Br[C:10]([F:17])([F:16])[C:11]([O:13][CH2:14][CH3:15])=[O:12]. The catalyst is CS(C)=O.[Cu]. The product is [F:16][C:10]([F:17])([C:2]1[CH:7]=[CH:6][C:5]([F:8])=[CH:4][N:3]=1)[C:11]([O:13][CH2:14][CH3:15])=[O:12]. The yield is 0.600.